From a dataset of Peptide-MHC class I binding affinity with 185,985 pairs from IEDB/IMGT. Regression. Given a peptide amino acid sequence and an MHC pseudo amino acid sequence, predict their binding affinity value. This is MHC class I binding data. (1) The peptide sequence is RALLSRVY. The MHC is Mamu-B17 with pseudo-sequence Mamu-B17. The binding affinity (normalized) is 0. (2) The peptide sequence is LTFIFILL. The MHC is H-2-Db with pseudo-sequence H-2-Db. The binding affinity (normalized) is 0.397.